This data is from Reaction yield outcomes from USPTO patents with 853,638 reactions. The task is: Predict the reaction yield, written as a fraction of the theoretical maximum amount of product (1.0 means a 100% yield; for example, 0.34 means a 34% yield). (1) The yield is 0.750. The reactants are [O:1]1[C:6]2[CH:7]=[CH:8][C:9](B(O)O)=[CH:10][C:5]=2[O:4][CH2:3][CH2:2]1.Br[C:15]1[CH:16]=[C:17]([CH:19]=[CH:20][CH:21]=1)[NH2:18].C([O-])([O-])=O.[Na+].[Na+]. The catalyst is COCCOC.C1C=CC([P]([Pd]([P](C2C=CC=CC=2)(C2C=CC=CC=2)C2C=CC=CC=2)([P](C2C=CC=CC=2)(C2C=CC=CC=2)C2C=CC=CC=2)[P](C2C=CC=CC=2)(C2C=CC=CC=2)C2C=CC=CC=2)(C2C=CC=CC=2)C2C=CC=CC=2)=CC=1. The product is [O:1]1[C:6]2[CH:7]=[CH:8][C:9]([C:15]3[CH:16]=[C:17]([NH2:18])[CH:19]=[CH:20][CH:21]=3)=[CH:10][C:5]=2[O:4][CH2:3][CH2:2]1. (2) The reactants are [NH2:1][C:2]1[N:3]=[C:4]([NH:17][CH:18]2[CH2:23][CH2:22][N:21]([S:24]([C:27]3[CH:28]=[N:29][C:30](Cl)=[CH:31][CH:32]=3)(=[O:26])=[O:25])[CH2:20][CH2:19]2)[S:5][C:6]=1[C:7]([C:9]1[C:14]([F:15])=[CH:13][CH:12]=[CH:11][C:10]=1[F:16])=[O:8].[CH2:34]([Sn](CCCC)(CCCC)C=C)[CH2:35]CC. The catalyst is O1CCOCC1.Cl[Pd](Cl)([P](C1C=CC=CC=1)(C1C=CC=CC=1)C1C=CC=CC=1)[P](C1C=CC=CC=1)(C1C=CC=CC=1)C1C=CC=CC=1.C(C1C=C(C)C=C(C(C)(C)C)C=1O)(C)(C)C. The product is [NH2:1][C:2]1[N:3]=[C:4]([NH:17][CH:18]2[CH2:23][CH2:22][N:21]([S:24]([C:27]3[CH:28]=[N:29][C:30]([CH:34]=[CH2:35])=[CH:31][CH:32]=3)(=[O:26])=[O:25])[CH2:20][CH2:19]2)[S:5][C:6]=1[C:7]([C:9]1[C:14]([F:15])=[CH:13][CH:12]=[CH:11][C:10]=1[F:16])=[O:8]. The yield is 0.820. (3) The reactants are Br[C:2]1[CH:7]=[CH:6][C:5]([C:8]([N:10]2[CH2:15][CH2:14][CH:13]([C:16]([F:19])([F:18])[F:17])[CH2:12][CH2:11]2)=[O:9])=[CH:4][CH:3]=1.[B:20]1([B:20]2[O:24][C:23]([CH3:26])([CH3:25])[C:22]([CH3:28])([CH3:27])[O:21]2)[O:24][C:23]([CH3:26])([CH3:25])[C:22]([CH3:28])([CH3:27])[O:21]1.C([O-])(=O)C.[K+]. The catalyst is CS(C)=O.C(OCC)(=O)C.C1C=CC(P(C2C=CC=CC=2)[C-]2C=CC=C2)=CC=1.C1C=CC(P(C2C=CC=CC=2)[C-]2C=CC=C2)=CC=1.Cl[Pd]Cl.[Fe+2]. The product is [F:17][C:16]([F:19])([F:18])[CH:13]1[CH2:14][CH2:15][N:10]([C:8]([C:5]2[CH:6]=[CH:7][C:2]([B:20]3[O:24][C:23]([CH3:26])([CH3:25])[C:22]([CH3:28])([CH3:27])[O:21]3)=[CH:3][CH:4]=2)=[O:9])[CH2:11][CH2:12]1. The yield is 0.270. (4) The product is [CH3:1][Si:2]([CH3:45])([CH3:44])[CH2:3][CH2:4][O:5][CH2:6][N:7]([CH2:36][O:37][CH2:38][CH2:39][Si:40]([CH3:43])([CH3:42])[CH3:41])[C:8]1[N:13]2[N:14]=[CH:15][C:16]([C:55]3[CH:54]=[N:53][N:52]([C:46]4[CH:47]=[CH:48][CH:49]=[CH:50][CH:51]=4)[CH:56]=3)=[C:12]2[N:11]=[C:10]([CH:18]2[CH2:23][CH2:22][C:21]([O:31][CH2:32][CH2:33][O:34][CH3:35])([C:24]([O:26][CH2:27][CH2:28][O:29][CH3:30])=[O:25])[CH2:20][CH2:19]2)[CH:9]=1. The yield is 0.730. The reactants are [CH3:1][Si:2]([CH3:45])([CH3:44])[CH2:3][CH2:4][O:5][CH2:6][N:7]([CH2:36][O:37][CH2:38][CH2:39][Si:40]([CH3:43])([CH3:42])[CH3:41])[C:8]1[N:13]2[N:14]=[CH:15][C:16](I)=[C:12]2[N:11]=[C:10]([CH:18]2[CH2:23][CH2:22][C:21]([O:31][CH2:32][CH2:33][O:34][CH3:35])([C:24]([O:26][CH2:27][CH2:28][O:29][CH3:30])=[O:25])[CH2:20][CH2:19]2)[CH:9]=1.[C:46]1([N:52]2[CH:56]=[C:55](B3OC(C)(C)C(C)(C)O3)[CH:54]=[N:53]2)[CH:51]=[CH:50][CH:49]=[CH:48][CH:47]=1.[O-]P([O-])([O-])=O.[K+].[K+].[K+]. The catalyst is O1CCOCC1.O. (5) The reactants are B(F)(F)F.CCOCC.[C:10]([O:13][CH:14]1[O:31][C@H:30]([CH2:32][O:33][C:34](=[O:36])[CH3:35])[C@@H:25]([O:26][C:27](=[O:29])[CH3:28])[C@H:20]([O:21][C:22](=[O:24])[CH3:23])[C@H:15]1[O:16][C:17](=[O:19])[CH3:18])(=O)[CH3:11].[Br:37]CCO. The catalyst is C(Cl)Cl. The product is [C:17]([O:16][C@@H:15]1[C@@H:20]([O:21][C:22](=[O:24])[CH3:23])[C@H:25]([O:26][C:27](=[O:29])[CH3:28])[C@@H:30]([CH2:32][O:33][C:34](=[O:36])[CH3:35])[O:31][C@H:14]1[O:13][CH2:10][CH2:11][Br:37])(=[O:19])[CH3:18]. The yield is 0.610. (6) The reactants are [F:1][C:2]1[CH:10]=[CH:9][CH:8]=[C:7]2[C:3]=1[CH2:4][CH2:5][C:6]2=[O:11].C=O.[C:14]1(B(O)O)C=CC=CC=1.C(O)(C(F)(F)F)=O.C([O-])(O)=O.[Na+]. The catalyst is C1(C)C=CC=CC=1. The product is [F:1][C:2]1[CH:10]=[CH:9][CH:8]=[C:7]2[C:3]=1[CH2:4][C:5](=[CH2:14])[C:6]2=[O:11]. The yield is 0.720.